This data is from Forward reaction prediction with 1.9M reactions from USPTO patents (1976-2016). The task is: Predict the product of the given reaction. Given the reactants Br.[N:2]1([C:8]([NH2:10])=[NH:9])[CH2:7][CH2:6][O:5][CH2:4][CH2:3]1.[C:11]([O:15][C:16]([N:18]1[CH2:23][CH2:22][CH:21]([C:24](=O)[CH2:25][C:26](OCC)=[O:27])[CH2:20][CH2:19]1)=[O:17])([CH3:14])([CH3:13])[CH3:12].[N+](=C1CCCCCCCCCC1C1CCCCCCCCCC1)=[N-], predict the reaction product. The product is: [C:11]([O:15][C:16]([N:18]1[CH2:19][CH2:20][CH:21]([C:24]2[CH:25]=[C:26]([OH:27])[N:10]=[C:8]([N:2]3[CH2:7][CH2:6][O:5][CH2:4][CH2:3]3)[N:9]=2)[CH2:22][CH2:23]1)=[O:17])([CH3:14])([CH3:13])[CH3:12].